This data is from Forward reaction prediction with 1.9M reactions from USPTO patents (1976-2016). The task is: Predict the product of the given reaction. (1) Given the reactants Cl[C:2]1[N:3]=[C:4]([N:13]2[CH2:18][CH2:17][O:16][CH2:15][CH2:14]2)[C:5]2[O:11][C@H:10]([CH3:12])[CH2:9][O:8][C:6]=2[N:7]=1.CC1(C)C(C)(C)OB([C:27]2[CH:28]=[N:29][C:30]([NH2:33])=[N:31][CH:32]=2)O1.[O-]P([O-])([O-])=O.[K+].[K+].[K+], predict the reaction product. The product is: [CH3:12][C@@H:10]1[CH2:9][O:8][C:6]2[N:7]=[C:2]([C:27]3[CH:28]=[N:29][C:30]([NH2:33])=[N:31][CH:32]=3)[N:3]=[C:4]([N:13]3[CH2:18][CH2:17][O:16][CH2:15][CH2:14]3)[C:5]=2[O:11]1. (2) Given the reactants [Cl:1][C:2]1[N:7]=[C:6](Cl)[C:5]([F:9])=[CH:4][N:3]=1.[F:10][C:11]1[CH:17]=[CH:16][C:14]([NH2:15])=[CH:13][C:12]=1[CH3:18], predict the reaction product. The product is: [Cl:1][C:2]1[N:7]=[C:6]([NH:15][C:14]2[CH:16]=[CH:17][C:11]([F:10])=[C:12]([CH3:18])[CH:13]=2)[C:5]([F:9])=[CH:4][N:3]=1.